Predict the reactants needed to synthesize the given product. From a dataset of Full USPTO retrosynthesis dataset with 1.9M reactions from patents (1976-2016). (1) Given the product [F:21][C:18]1[CH:19]=[CH:20][C:15]([N:10]2[CH2:11][CH2:12][N:8]([C:3]3[CH:4]=[N:5][CH:6]=[CH:7][C:2]=3[CH3:1])[C:9]2=[O:13])=[CH:16][C:17]=1[CH3:22], predict the reactants needed to synthesize it. The reactants are: [CH3:1][C:2]1[CH:7]=[CH:6][N:5]=[CH:4][C:3]=1[N:8]1[CH2:12][CH2:11][NH:10][C:9]1=[O:13].Br[C:15]1[CH:20]=[CH:19][C:18]([F:21])=[C:17]([CH3:22])[CH:16]=1.N[C@@H]1CCCC[C@H]1N.P([O-])([O-])([O-])=O.[K+].[K+].[K+]. (2) Given the product [CH:1]1[C:10]2[CH2:9][CH2:8][CH2:7][CH2:6][C:5]=2[CH:4]=[CH:3][C:2]=1[NH:11][CH2:21][CH2:20][C:17]1[CH:18]=[N:19][C:14]([C:13]([F:24])([F:12])[F:23])=[CH:15][CH:16]=1, predict the reactants needed to synthesize it. The reactants are: [CH:1]1[C:10]2[CH2:9][CH2:8][CH2:7][CH2:6][C:5]=2[CH:4]=[CH:3][C:2]=1[NH2:11].[F:12][C:13]([F:24])([F:23])[C:14]1[N:19]=[CH:18][C:17]([CH2:20][C:21]#N)=[CH:16][CH:15]=1. (3) Given the product [CH3:1][O:2][C:3]1[CH:4]=[C:5]([CH:11]([OH:14])[C:12]([O:16][CH3:17])=[O:24])[CH:6]=[CH:7][C:8]=1[O:9][CH3:10], predict the reactants needed to synthesize it. The reactants are: [CH3:1][O:2][C:3]1[CH:4]=[C:5]([CH:11]([OH:14])[C:12]#N)[CH:6]=[CH:7][C:8]=1[O:9][CH3:10].Cl.[O:16]1CCOC[CH2:17]1.CC[O:24]CC.